Dataset: Peptide-MHC class II binding affinity with 134,281 pairs from IEDB. Task: Regression. Given a peptide amino acid sequence and an MHC pseudo amino acid sequence, predict their binding affinity value. This is MHC class II binding data. (1) The peptide sequence is EKKYFAATQFLPLAA. The MHC is HLA-DPA10201-DPB11401 with pseudo-sequence HLA-DPA10201-DPB11401. The binding affinity (normalized) is 1.00. (2) The peptide sequence is NASHCNEMSWIQSIP. The MHC is DRB1_1602 with pseudo-sequence DRB1_1602. The binding affinity (normalized) is 0.227. (3) The peptide sequence is CTSVVLLSVLQQLRV. The MHC is DRB1_0401 with pseudo-sequence DRB1_0401. The binding affinity (normalized) is 0.349.